Dataset: Forward reaction prediction with 1.9M reactions from USPTO patents (1976-2016). Task: Predict the product of the given reaction. (1) The product is: [N:37]1([CH:35]([C:32]2[CH:33]=[CH:34][C:29]([NH2:6])=[CH:30][CH:31]=2)[CH3:36])[CH2:41][CH2:40][CH2:39][CH2:38]1. Given the reactants [Li+].C[Si]([N-:6][Si](C)(C)C)(C)C.C(Cl)(Cl)Cl.P(C(C)(C)C)(C(C)(C)C)C(C)(C)C.Br[C:29]1[CH:34]=[CH:33][C:32]([CH:35]([N:37]2[CH2:41][CH2:40][CH2:39][CH2:38]2)[CH3:36])=[CH:31][CH:30]=1, predict the reaction product. (2) The product is: [NH:18]1[CH2:17][CH2:16][NH:19][CH2:3][CH:4]1[C:6]1[CH:11]=[CH:10][C:9]([NH:12][C:13](=[O:15])[CH3:14])=[CH:8][CH:7]=1. Given the reactants O.O=[CH:3][C:4]([C:6]1[CH:11]=[CH:10][C:9]([NH:12][C:13](=[O:15])[CH3:14])=[CH:8][CH:7]=1)=O.[CH2:16]([NH2:19])[CH2:17][NH2:18].[BH4-].[Na+], predict the reaction product. (3) Given the reactants [CH2:1]([O:3][C:4]([CH:6]([O:13][C:14](=[O:21])[C:15]1[CH:20]=[CH:19][CH:18]=[CH:17][CH:16]=1)[O:7][C:8](SCC)=[O:9])=[O:5])[CH3:2].C(OC(C(OC(=O)C(C)C)OC(SCC)=O)=O)C.S(Cl)([Cl:43])(=O)=O, predict the reaction product. The product is: [CH2:1]([O:3][C:4]([CH:6]([O:13][C:14](=[O:21])[C:15]1[CH:20]=[CH:19][CH:18]=[CH:17][CH:16]=1)[O:7][C:8]([Cl:43])=[O:9])=[O:5])[CH3:2]. (4) Given the reactants [NH2:1][C:2]1[CH:23]=[CH:22][C:5]2[N:6]([CH:9]([C:16]3[CH:21]=[CH:20][CH:19]=[CH:18][CH:17]=3)[CH2:10][C:11]([O:13]CC)=[O:12])[CH:7]=[N:8][C:4]=2[CH:3]=1, predict the reaction product. The product is: [NH2:1][C:2]1[CH:23]=[CH:22][C:5]2[N:6]([CH:9]([C:16]3[CH:17]=[CH:18][CH:19]=[CH:20][CH:21]=3)[CH2:10][C:11]([OH:13])=[O:12])[CH:7]=[N:8][C:4]=2[CH:3]=1.